From a dataset of Forward reaction prediction with 1.9M reactions from USPTO patents (1976-2016). Predict the product of the given reaction. (1) Given the reactants C1N=C(N)C2N=CN([C@@H]3O[C@H](COP(OP(OC[C@H:26]4[O:30][C@@H:29]([N:31]5[CH:36]=[C:35]([C:37](N)=O)[CH2:34][CH:33]=[CH:32]5)[C@H:28](O)[C@@H:27]4[OH:41])(O)=O)(O)=O)[C@@H](O)[C@H]3O)C=2N=1.[CH2:45](N1CCCCC1)C1C=CC=CC=1, predict the reaction product. The product is: [CH2:36]([N:31]1[CH2:26][C@@H:27]([OH:41])[CH2:28][C:29]1=[O:30])[C:35]1[CH:34]=[CH:33][CH:32]=[CH:45][CH:37]=1. (2) Given the reactants [C:1]([NH:4][C:5]1[C:14]([NH2:15])=[CH:13][C:8]([C:9]([O:11]C)=[O:10])=[C:7]([OH:16])[C:6]=1[Br:17])(=[O:3])[CH3:2].Cl, predict the reaction product. The product is: [C:1]([NH:4][C:5]1[C:14]([NH2:15])=[CH:13][C:8]([C:9]([OH:11])=[O:10])=[C:7]([OH:16])[C:6]=1[Br:17])(=[O:3])[CH3:2]. (3) Given the reactants [N+:1]([O:4][CH2:5][CH2:6][CH2:7][O:8][C:9]([C:11]1[NH:15][C:14]([CH2:16][CH2:17][CH2:18][CH3:19])=[N:13][C:12]=1[Cl:20])=[O:10])([O-:3])=[O:2].CC([O-])(C)C.[K+].[C:27]1([C:33]([C:59]2[CH:64]=[CH:63][CH:62]=[CH:61][CH:60]=2)([C:53]2[CH:58]=[CH:57][CH:56]=[CH:55][CH:54]=2)[N:34]2[C:38]([C:39]3[CH:44]=[CH:43][CH:42]=[CH:41][C:40]=3[C:45]3[CH:50]=[CH:49][C:48]([CH2:51]Br)=[CH:47][CH:46]=3)=[N:37][N:36]=[N:35]2)[CH:32]=[CH:31][CH:30]=[CH:29][CH:28]=1, predict the reaction product. The product is: [N+:1]([O:4][CH2:5][CH2:6][CH2:7][O:8][C:9]([C:11]1[N:15]([CH2:51][C:48]2[CH:47]=[CH:46][C:45]([C:40]3[CH:41]=[CH:42][CH:43]=[CH:44][C:39]=3[C:38]3[N:34]([C:33]([C:59]4[CH:64]=[CH:63][CH:62]=[CH:61][CH:60]=4)([C:53]4[CH:54]=[CH:55][CH:56]=[CH:57][CH:58]=4)[C:27]4[CH:32]=[CH:31][CH:30]=[CH:29][CH:28]=4)[N:35]=[N:36][N:37]=3)=[CH:50][CH:49]=2)[C:14]([CH2:16][CH2:17][CH2:18][CH3:19])=[N:13][C:12]=1[Cl:20])=[O:10])([O-:3])=[O:2].